From a dataset of Forward reaction prediction with 1.9M reactions from USPTO patents (1976-2016). Predict the product of the given reaction. (1) Given the reactants [NH:1]1[C:9]2[C:4](=[CH:5][CH:6]=[CH:7][CH:8]=2)[CH2:3][CH2:2]1.C(N(CC)CC)C.[Cl:17][CH2:18][CH2:19][C:20](Cl)=[O:21], predict the reaction product. The product is: [Cl:17][CH2:18][CH2:19][C:20]([N:1]1[C:9]2[C:4](=[CH:5][CH:6]=[CH:7][CH:8]=2)[CH2:3][CH2:2]1)=[O:21]. (2) Given the reactants Cl[C:2]1[CH:7]=[CH:6][N:5]=[CH:4][C:3]=1[N+:8]([O-:10])=[O:9].[F:11][C:12]([F:22])([F:21])[C:13]1[CH:20]=[CH:19][C:16]([CH2:17][OH:18])=[CH:15][CH:14]=1, predict the reaction product. The product is: [F:11][C:12]([F:21])([F:22])[C:13]1[CH:20]=[CH:19][C:16]([CH2:17][O:18][C:2]2[CH:7]=[CH:6][N:5]=[CH:4][C:3]=2[N+:8]([O-:10])=[O:9])=[CH:15][CH:14]=1. (3) Given the reactants [C:1]([C:5]1[CH:10]=[CH:9][C:8]([S:11][C:12]2[CH:17]=[CH:16][C:15]([NH:18][C:19](=[O:30])[C:20]3[CH:25]=[CH:24][CH:23]=[C:22]([C:26]([F:29])([F:28])[F:27])[CH:21]=3)=[CH:14][C:13]=2[N+:31]([O-:33])=[O:32])=[CH:7][CH:6]=1)(C)(C)C.C([O-])([O-])=O.[K+].[K+].CC1C=CC(S)=CC=1, predict the reaction product. The product is: [N+:31]([C:13]1[CH:14]=[C:15]([NH:18][C:19](=[O:30])[C:20]2[CH:25]=[CH:24][CH:23]=[C:22]([C:26]([F:29])([F:27])[F:28])[CH:21]=2)[CH:16]=[CH:17][C:12]=1[S:11][C:8]1[CH:7]=[CH:6][C:5]([CH3:1])=[CH:10][CH:9]=1)([O-:33])=[O:32]. (4) Given the reactants Br[C:2]1[C:12]([F:13])=[CH:11][C:5]([C:6]([O:8][CH2:9][CH3:10])=[O:7])=[C:4]([O:14][CH2:15][CH3:16])[CH:3]=1.[CH3:17][N:18](C)C=O, predict the reaction product. The product is: [C:17]([C:2]1[C:12]([F:13])=[CH:11][C:5]([C:6]([O:8][CH2:9][CH3:10])=[O:7])=[C:4]([O:14][CH2:15][CH3:16])[CH:3]=1)#[N:18]. (5) Given the reactants [NH2:1][C:2]1[CH:13]=[CH:12][C:5]([C:6](NCCC)=[O:7])=[CH:4][CH:3]=1.[CH2:14]1[C:22]2[C:17](=[CH:18][CH:19]=[CH:20][CH:21]=2)[CH2:16][NH:15]1.Cl.C1C2C(=CC([C:33](OC)=[O:34])=CC=2)CN1, predict the reaction product. The product is: [CH:6]([C:5]1[CH:12]=[CH:13][C:2]([NH:1][C:33]([N:15]2[CH2:16][C:17]3[C:22](=[CH:21][CH:20]=[CH:19][CH:18]=3)[CH2:14]2)=[O:34])=[CH:3][CH:4]=1)=[O:7].